This data is from Forward reaction prediction with 1.9M reactions from USPTO patents (1976-2016). The task is: Predict the product of the given reaction. (1) Given the reactants Cl[C:2]1[C:11]2[C:6](=[CH:7][CH:8]=[CH:9][CH:10]=2)[C:5]([O:12][C:13]2[CH:20]=[CH:19][C:16]([C:17]#[N:18])=[CH:15][N:14]=2)=[CH:4][N:3]=1.[CH3:21]B1OB(C)OB(C)O1.C([O-])([O-])=O.[K+].[K+], predict the reaction product. The product is: [CH3:21][C:2]1[C:11]2[C:6](=[CH:7][CH:8]=[CH:9][CH:10]=2)[C:5]([O:12][C:13]2[CH:20]=[CH:19][C:16]([C:17]#[N:18])=[CH:15][N:14]=2)=[CH:4][N:3]=1. (2) Given the reactants F[B-](F)(F)F.[N+:6]([C:9]1[CH:14]=[CH:13][C:12]([N+]#N)=[CH:11][CH:10]=1)([O-:8])=[O:7].[N:17]1[N:18]=[C:19]([SH:26])[N:20]2[CH:25]=[CH:24][CH:23]=[CH:22][C:21]=12.O, predict the reaction product. The product is: [N+:6]([C:9]1[CH:10]=[CH:11][C:12]([S:26][C:19]2[N:20]3[CH:25]=[CH:24][CH:23]=[CH:22][C:21]3=[N:17][N:18]=2)=[CH:13][CH:14]=1)([O-:8])=[O:7].